This data is from Forward reaction prediction with 1.9M reactions from USPTO patents (1976-2016). The task is: Predict the product of the given reaction. (1) Given the reactants Br[CH2:2][C:3](=O)[C:4]([O:6][CH2:7][CH3:8])=[O:5].[NH2:10][C:11]([NH2:13])=[S:12], predict the reaction product. The product is: [NH2:13][C:11]1[S:12][CH:2]=[C:3]([C:4]([O:6][CH2:7][CH3:8])=[O:5])[N:10]=1. (2) Given the reactants Cl[C:2]1[CH:11]=[CH:10][C:9]2[C:4](=[C:5]([NH:12][C:13]3[CH:18]=[C:17]([C:19]4[CH:24]=[CH:23][C:22]([C:25]([F:28])([F:27])[F:26])=[CH:21][CH:20]=4)[N:16]=[CH:15][N:14]=3)[CH:6]=[CH:7][CH:8]=2)[N:3]=1.[N-:29]=[N+]=[N-].[Na+].C1(P(C2C=CC=CC=2)C2C=CC=CC=2)C=CC=CC=1, predict the reaction product. The product is: [F:26][C:25]([F:28])([F:27])[C:22]1[CH:23]=[CH:24][C:19]([C:17]2[N:16]=[CH:15][N:14]=[C:13]([NH:12][C:5]3[CH:6]=[CH:7][CH:8]=[C:9]4[C:4]=3[N:3]=[C:2]([NH2:29])[CH:11]=[CH:10]4)[CH:18]=2)=[CH:20][CH:21]=1.